This data is from Full USPTO retrosynthesis dataset with 1.9M reactions from patents (1976-2016). The task is: Predict the reactants needed to synthesize the given product. The reactants are: [OH:1][CH:2]([C:26]1[N:27]=[C:28]([C:31]2[CH:36]=[CH:35][CH:34]=[CH:33][CH:32]=2)[S:29][CH:30]=1)[CH:3]([NH:18]C(=O)OC(C)(C)C)[CH2:4][C:5]1[CH:10]=[CH:9][CH:8]=[C:7]([O:11][C:12]([F:17])([F:16])[CH:13]([F:15])[F:14])[CH:6]=1.FC(F)(F)C(O)=O. Given the product [NH2:18][CH:3]([CH2:4][C:5]1[CH:10]=[CH:9][CH:8]=[C:7]([O:11][C:12]([F:16])([F:17])[CH:13]([F:14])[F:15])[CH:6]=1)[CH:2]([C:26]1[N:27]=[C:28]([C:31]2[CH:36]=[CH:35][CH:34]=[CH:33][CH:32]=2)[S:29][CH:30]=1)[OH:1], predict the reactants needed to synthesize it.